Dataset: Full USPTO retrosynthesis dataset with 1.9M reactions from patents (1976-2016). Task: Predict the reactants needed to synthesize the given product. Given the product [S:4]1[CH:5]=[CH:6][CH:7]=[C:3]1[CH2:2][P:8](=[O:9])([O:13][CH2:14][CH3:15])[O:10][CH2:11][CH3:12], predict the reactants needed to synthesize it. The reactants are: Cl[CH2:2][C:3]1[S:4][CH:5]=[CH:6][CH:7]=1.[P:8](OCC)([O:13][CH2:14][CH3:15])([O:10][CH2:11][CH3:12])=[O:9].